This data is from Forward reaction prediction with 1.9M reactions from USPTO patents (1976-2016). The task is: Predict the product of the given reaction. Given the reactants C(N(CC)CC)C.Cl.[CH3:9][S:10]([C:13]1[CH:32]=[CH:31][C:16]([CH2:17][O:18][C:19]2[CH:20]=[N:21][C:22]([N:25]3[CH2:30][CH2:29][NH:28][CH2:27][CH2:26]3)=[N:23][CH:24]=2)=[CH:15][CH:14]=1)(=[O:12])=[O:11].[C:33](=O)([O:39]N1C(=O)CCC1=O)[O:34][CH:35]1[CH2:38][CH2:37][CH2:36]1, predict the reaction product. The product is: [CH3:9][S:10]([C:13]1[CH:14]=[CH:15][C:16]([CH2:17][O:18][C:19]2[CH:20]=[N:21][C:22]([N:25]3[CH2:30][CH2:29][N:28]([C:33]([O:34][CH:35]4[CH2:38][CH2:37][CH2:36]4)=[O:39])[CH2:27][CH2:26]3)=[N:23][CH:24]=2)=[CH:31][CH:32]=1)(=[O:12])=[O:11].